Dataset: Full USPTO retrosynthesis dataset with 1.9M reactions from patents (1976-2016). Task: Predict the reactants needed to synthesize the given product. Given the product [CH2:1]([O:3][C:4]([C:6]1[O:14][C:25]2=[CH:24][N:23]=[C:22]([Cl:27])[CH:21]=[C:20]2[C:19]=1[OH:28])=[O:5])[CH3:2], predict the reactants needed to synthesize it. The reactants are: [CH2:1]([O:3][C:4]([C:6]1[O:14]C2N=NC=CC=2C=1O)=[O:5])[CH3:2].C(O[C:19](=[O:28])[C:20]1[C:25](Br)=[CH:24][N:23]=[C:22]([Cl:27])[CH:21]=1)C.